Dataset: Forward reaction prediction with 1.9M reactions from USPTO patents (1976-2016). Task: Predict the product of the given reaction. (1) Given the reactants [OH:1][CH2:2][C:3]1[C:4]([C:29]([F:32])([F:31])[F:30])=[N:5][N:6]([CH2:8][C:9]2[CH:10]=[C:11]3[C:15](=[CH:16][CH:17]=2)[CH:14]([NH:18]C(=O)OCC2C=CC=CC=2)[CH2:13][CH2:12]3)[CH:7]=1, predict the reaction product. The product is: [NH2:18][CH:14]1[C:15]2[C:11](=[CH:10][C:9]([CH2:8][N:6]3[CH:7]=[C:3]([CH2:2][OH:1])[C:4]([C:29]([F:32])([F:31])[F:30])=[N:5]3)=[CH:17][CH:16]=2)[CH2:12][CH2:13]1. (2) Given the reactants [F:1][C:2]1[CH:7]=[CH:6][C:5]([F:8])=[CH:4][C:3]=1[C@@H:9]1[C@@H:14]([NH:15]C(=O)OC(C)(C)C)[CH2:13][C@@H:12]([N:23]2[CH2:28][CH2:27][N:26]3[N:29]=[C:30]([C:32]([F:35])([F:34])[F:33])[N:31]=[C:25]3[CH2:24]2)[C:11](=O)[N:10]1[CH3:37].CO, predict the reaction product. The product is: [F:1][C:2]1[CH:7]=[CH:6][C:5]([F:8])=[CH:4][C:3]=1[C@@H:9]1[C@@H:14]([NH2:15])[CH2:13][C@@H:12]([N:23]2[CH2:28][CH2:27][N:26]3[N:29]=[C:30]([C:32]([F:34])([F:33])[F:35])[N:31]=[C:25]3[CH2:24]2)[CH2:11][N:10]1[CH3:37]. (3) Given the reactants [C:1]([CH2:3][CH:4](OS(C)(=O)=O)[CH2:5][N:6]1[CH2:12][CH2:11][CH2:10][N:9]([C:13]([O:15][C:16]([CH3:19])([CH3:18])[CH3:17])=[O:14])[CH2:8][CH2:7]1)#[N:2].[NH:25]1[CH:29]=[C:28]([C:30]2[C:31]3[CH:38]=[CH:37][N:36]([CH2:39][O:40][CH2:41][CH2:42][Si:43]([CH3:46])([CH3:45])[CH3:44])[C:32]=3[N:33]=[CH:34][N:35]=2)[CH:27]=[N:26]1.C(=O)([O-])[O-].[K+].[K+], predict the reaction product. The product is: [C:1]([CH2:3][CH:4]([N:25]1[CH:29]=[C:28]([C:30]2[C:31]3[CH:38]=[CH:37][N:36]([CH2:39][O:40][CH2:41][CH2:42][Si:43]([CH3:46])([CH3:45])[CH3:44])[C:32]=3[N:33]=[CH:34][N:35]=2)[CH:27]=[N:26]1)[CH2:5][N:6]1[CH2:12][CH2:11][CH2:10][N:9]([C:13]([O:15][C:16]([CH3:19])([CH3:18])[CH3:17])=[O:14])[CH2:8][CH2:7]1)#[N:2].